From a dataset of NCI-60 drug combinations with 297,098 pairs across 59 cell lines. Regression. Given two drug SMILES strings and cell line genomic features, predict the synergy score measuring deviation from expected non-interaction effect. (1) Drug 1: CC(C1=C(C=CC(=C1Cl)F)Cl)OC2=C(N=CC(=C2)C3=CN(N=C3)C4CCNCC4)N. Drug 2: C1=CC(=CC=C1C#N)C(C2=CC=C(C=C2)C#N)N3C=NC=N3. Cell line: MDA-MB-231. Synergy scores: CSS=6.52, Synergy_ZIP=-2.56, Synergy_Bliss=-1.01, Synergy_Loewe=-2.71, Synergy_HSA=-1.40. (2) Drug 1: COC1=C2C(=CC3=C1OC=C3)C=CC(=O)O2. Drug 2: C1CCC(C(C1)N)N.C(=O)(C(=O)[O-])[O-].[Pt+4]. Cell line: RXF 393. Synergy scores: CSS=12.8, Synergy_ZIP=-7.30, Synergy_Bliss=-7.02, Synergy_Loewe=-2.53, Synergy_HSA=-1.92. (3) Drug 1: CCC(=C(C1=CC=CC=C1)C2=CC=C(C=C2)OCCN(C)C)C3=CC=CC=C3.C(C(=O)O)C(CC(=O)O)(C(=O)O)O. Drug 2: C1CN1C2=NC(=NC(=N2)N3CC3)N4CC4. Cell line: TK-10. Synergy scores: CSS=11.1, Synergy_ZIP=-2.74, Synergy_Bliss=1.99, Synergy_Loewe=-6.34, Synergy_HSA=1.68. (4) Drug 1: CC1=C(C=C(C=C1)NC2=NC=CC(=N2)N(C)C3=CC4=NN(C(=C4C=C3)C)C)S(=O)(=O)N.Cl. Drug 2: COC1=C(C=C2C(=C1)N=CN=C2NC3=CC(=C(C=C3)F)Cl)OCCCN4CCOCC4. Cell line: OVCAR-4. Synergy scores: CSS=27.5, Synergy_ZIP=-4.60, Synergy_Bliss=2.34, Synergy_Loewe=-1.06, Synergy_HSA=4.32. (5) Drug 2: COC1=C2C(=CC3=C1OC=C3)C=CC(=O)O2. Cell line: NCI-H226. Synergy scores: CSS=-7.77, Synergy_ZIP=9.31, Synergy_Bliss=-0.263, Synergy_Loewe=-5.15, Synergy_HSA=-6.36. Drug 1: CNC(=O)C1=NC=CC(=C1)OC2=CC=C(C=C2)NC(=O)NC3=CC(=C(C=C3)Cl)C(F)(F)F.